Dataset: Reaction yield outcomes from USPTO patents with 853,638 reactions. Task: Predict the reaction yield, written as a fraction of the theoretical maximum amount of product (1.0 means a 100% yield; for example, 0.34 means a 34% yield). (1) The reactants are [C:1]([S:5][CH2:6][C:7]1([CH3:14])[NH:11][C:10](=[O:12])[NH:9][C:8]1=[O:13])([CH3:4])([CH3:3])[CH3:2].[OH-:15].[Ba+2].[OH-]. The catalyst is O. The product is [C:10]([NH:11][C@:7]([CH3:14])([C:8]([OH:15])=[O:13])[CH2:6][S:5][C:1]([CH3:4])([CH3:3])[CH3:2])(=[O:12])[NH2:9]. The yield is 0.390. (2) The reactants are [F:1][C:2]1[CH:7]=[CH:6][C:5]([N:8]2[C:12](=[O:13])[CH:11]=[C:10]([CH3:14])[NH:9]2)=[CH:4][CH:3]=1.[OH-].[Ca+2].[OH-].Cl[C:19]([O:21][CH2:22][C:23]1[CH:28]=[CH:27][CH:26]=[CH:25][CH:24]=1)=[O:20].Cl. The catalyst is O1CCOCC1. The product is [CH2:22]([O:21][C:19]([C:11]1[C:12](=[O:13])[N:8]([C:5]2[CH:4]=[CH:3][C:2]([F:1])=[CH:7][CH:6]=2)[NH:9][C:10]=1[CH3:14])=[O:20])[C:23]1[CH:28]=[CH:27][CH:26]=[CH:25][CH:24]=1. The yield is 0.660. (3) The reactants are [NH2:1][CH2:2][CH:3]([C:11]1[NH:12][C:13]2[C:18]([CH:19]=1)=[CH:17][CH:16]=[CH:15][N:14]=2)[O:4][CH:5]1[CH2:10][CH2:9][CH2:8][CH2:7][O:6]1.CCN(C(C)C)C(C)C.Cl[C:30](Cl)([O:32]C(=O)OC(Cl)(Cl)Cl)Cl. The catalyst is C(Cl)Cl. The product is [O:6]1[CH2:7][CH2:8][CH2:9][CH2:10][CH:5]1[O:4][CH:3]1[CH2:2][NH:1][C:30](=[O:32])[N:12]2[C:13]3[N:14]=[CH:15][CH:16]=[CH:17][C:18]=3[CH:19]=[C:11]12. The yield is 0.760. (4) The reactants are [CH3:1][O:2][C:3]([C:5]1[CH:6]=[C:7]2[C:11](=[CH:12][CH:13]=1)[N:10]([CH2:14][C:15]1[CH:20]=[C:19]([O:21][Si](C(C)(C)C)(C)C)[CH:18]=[CH:17][C:16]=1[O:29][CH2:30][CH:31]([CH3:33])[CH3:32])[N:9]=[CH:8]2)=[O:4].CCCC[N+](CCCC)(CCCC)CCCC.[F-]. The catalyst is C1COCC1. The product is [CH3:1][O:2][C:3]([C:5]1[CH:6]=[C:7]2[C:11](=[CH:12][CH:13]=1)[N:10]([CH2:14][C:15]1[CH:20]=[C:19]([OH:21])[CH:18]=[CH:17][C:16]=1[O:29][CH2:30][CH:31]([CH3:33])[CH3:32])[N:9]=[CH:8]2)=[O:4]. The yield is 0.600. (5) The reactants are N1CCCCC1.[CH:7]1([O:12][C:13]2[CH:20]=[CH:19][C:16]([CH:17]=O)=[CH:15][C:14]=2[O:21][CH3:22])[CH2:11][CH2:10][CH2:9][CH2:8]1.C([CH2:26][C:27]([NH:29][C:30]1[CH:38]=[CH:37][CH:36]=[CH:35][C:31]=1[C:32]([OH:34])=[O:33])=[O:28])(O)=O.Cl. The catalyst is C1(C)C=CC=CC=1. The product is [CH:7]1([O:12][C:13]2[CH:20]=[CH:19][C:16](/[CH:17]=[CH:26]/[C:27]([NH:29][C:30]3[CH:38]=[CH:37][CH:36]=[CH:35][C:31]=3[C:32]([OH:34])=[O:33])=[O:28])=[CH:15][C:14]=2[O:21][CH3:22])[CH2:11][CH2:10][CH2:9][CH2:8]1. The yield is 0.670. (6) The catalyst is C1COCC1.C1C=CC(/C=C/C(/C=C/C2C=CC=CC=2)=O)=CC=1.C1C=CC(/C=C/C(/C=C/C2C=CC=CC=2)=O)=CC=1.C1C=CC(/C=C/C(/C=C/C2C=CC=CC=2)=O)=CC=1.[Pd].[Pd]. The yield is 0.450. The reactants are [CH2:1]([O:8][C:9]1[CH:14]=[CH:13][C:12]([C:15]2[NH:34][C:18]3=[N:19][C:20]([N:23]4[CH2:28][CH2:27][N:26]([S:29]([CH2:32][CH3:33])(=[O:31])=[O:30])[CH2:25][CH2:24]4)=[CH:21][CH:22]=[C:17]3[N:16]=2)=[CH:11][C:10]=1Br)[C:2]1[CH:7]=[CH:6][CH:5]=[CH:4][CH:3]=1.[CH3:36]C(C1C=C(C(C)C)C(C2C=CC=CC=2P(C2CCCCC2)C2CCCCC2)=C(C(C)C)C=1)C. The product is [CH2:1]([O:8][C:9]1[CH:14]=[CH:13][C:12]([C:15]2[NH:34][C:18]3=[N:19][C:20]([N:23]4[CH2:28][CH2:27][N:26]([S:29]([CH2:32][CH3:33])(=[O:31])=[O:30])[CH2:25][CH2:24]4)=[CH:21][CH:22]=[C:17]3[N:16]=2)=[CH:11][C:10]=1[CH3:36])[C:2]1[CH:7]=[CH:6][CH:5]=[CH:4][CH:3]=1. (7) The reactants are [CH3:1][C:2]1[N:7]=[C:6]([C:8]2[CH:13]=[CH:12][CH:11]=[CH:10][N:9]=2)[CH:5]=[CH:4][CH:3]=1.C([N-]C(C)C)(C)C.[Li+].CCCCCCC.C1COCC1.C(C1C=CC=CC=1)C.[C:42]([P:46]([C:48]([CH3:51])([CH3:50])[CH3:49])Cl)([CH3:45])([CH3:44])[CH3:43]. The catalyst is CCOCC.O. The product is [C:42]([P:46]([CH2:1][C:2]1[N:7]=[C:6]([C:8]2[CH:13]=[CH:12][CH:11]=[CH:10][N:9]=2)[CH:5]=[CH:4][CH:3]=1)[C:48]([CH3:51])([CH3:50])[CH3:49])([CH3:45])([CH3:44])[CH3:43]. The yield is 0.710. (8) The reactants are [C:1]1([CH3:13])[CH:6]=[CH:5][C:4]([CH2:7][CH2:8][CH2:9][C:10]([OH:12])=[O:11])=[CH:3][CH:2]=1.S(=O)(=O)(O)O.[C:19](=O)(O)[O-].[Na+]. The catalyst is CO. The product is [C:1]1([CH3:13])[CH:2]=[CH:3][C:4]([CH2:7][CH2:8][CH2:9][C:10]([O:12][CH3:19])=[O:11])=[CH:5][CH:6]=1. The yield is 1.00. (9) The reactants are [CH3:1][O:2][C:3](=[O:33])[C@@H:4]([NH:7][C:8](=[O:32])[C:9]1[CH:14]=[CH:13][C:12]([C:15]#[C:16]/[CH:17]=[CH:18]/[C:19]2[CH:24]=[CH:23][C:22]([CH2:25][N:26]3[CH2:31][CH2:30][O:29][CH2:28][CH2:27]3)=[CH:21][CH:20]=2)=[CH:11][CH:10]=1)[CH2:5][NH2:6].CCN(C(C)C)C(C)C.[Br:43][CH2:44][C:45](Br)=[O:46]. The catalyst is C(Cl)Cl. The product is [CH3:1][O:2][C:3](=[O:33])[C@@H:4]([NH:7][C:8](=[O:32])[C:9]1[CH:14]=[CH:13][C:12]([C:15]#[C:16]/[CH:17]=[CH:18]/[C:19](/[CH3:24])=[CH:20]/[CH:21]=[C:22](\[CH3:23])/[CH2:25][N:26]2[CH2:31][CH2:30][O:29][CH2:28][CH2:27]2)=[CH:11][CH:10]=1)[CH2:5][NH:6][C:45](=[O:46])[CH2:44][Br:43]. The yield is 0.640.